This data is from Reaction yield outcomes from USPTO patents with 853,638 reactions. The task is: Predict the reaction yield, written as a fraction of the theoretical maximum amount of product (1.0 means a 100% yield; for example, 0.34 means a 34% yield). (1) The reactants are [Br:1][C:2]1[CH:25]=[CH:24][C:5]([CH2:6][NH:7][C:8](=[O:23])[C:9]2[CH:14]=[C:13]([N:15]3[CH2:20][CH2:19][O:18][CH2:17][CH2:16]3)[C:12]([F:21])=[CH:11][C:10]=2[OH:22])=[C:4]([F:26])[CH:3]=1.C([O-])([O-])=O.[K+].[K+].Br[CH2:34][C:35]([O:37][CH2:38][CH3:39])=[O:36].Cl. The catalyst is CC(C)=O. The product is [CH2:38]([O:37][C:35](=[O:36])[CH2:34][O:22][C:10]1[CH:11]=[C:12]([F:21])[C:13]([N:15]2[CH2:16][CH2:17][O:18][CH2:19][CH2:20]2)=[CH:14][C:9]=1[C:8](=[O:23])[NH:7][CH2:6][C:5]1[CH:24]=[CH:25][C:2]([Br:1])=[CH:3][C:4]=1[F:26])[CH3:39]. The yield is 0.810. (2) The reactants are [C:1]1([C:7]2([CH2:12][CH2:13][OH:14])[CH2:11][CH2:10][NH:9][CH2:8]2)[CH:6]=[CH:5][CH:4]=[CH:3][CH:2]=1.C(=O)(O)[O-].[Na+].Cl[C:21]([O:23][CH2:24][C:25]1[CH:30]=[CH:29][CH:28]=[CH:27][CH:26]=1)=[O:22].ClCCl. The catalyst is CC(C)=O.O.CO.ClCCl. The product is [NH3:9].[C:21]([N:9]1[CH2:10][CH2:11][C:7]([C:1]2[CH:2]=[CH:3][CH:4]=[CH:5][CH:6]=2)([CH2:12][CH2:13][OH:14])[CH2:8]1)([O:23][CH2:24][C:25]1[CH:30]=[CH:29][CH:28]=[CH:27][CH:26]=1)=[O:22]. The yield is 0.0100. (3) The reactants are C([O:4][CH2:5][C:6]([N:8]1[CH2:13][CH2:12][CH:11]([NH:14][C:15]([C:17]2[N:29]([CH3:30])[C:28]3[C:27]4[CH:26]=[CH:25][CH:24]=[CH:23][C:22]=4[N:21]([CH2:31][C:32]4[CH:37]=[CH:36][CH:35]=[C:34]([O:38][C:39]([F:42])([F:41])[F:40])[CH:33]=4)[C:20](=[O:43])[C:19]=3[C:18]=2[O:44][CH3:45])=[O:16])[CH2:10][CH2:9]1)=[O:7])(=O)C.C(=O)([O-])[O-].[K+].[K+].CO.O. The catalyst is C1COCC1.C(=O)([O-])O.[Na+]. The product is [OH:4][CH2:5][C:6]([N:8]1[CH2:13][CH2:12][CH:11]([NH:14][C:15]([C:17]2[N:29]([CH3:30])[C:28]3[C:27]4[CH:26]=[CH:25][CH:24]=[CH:23][C:22]=4[N:21]([CH2:31][C:32]4[CH:37]=[CH:36][CH:35]=[C:34]([O:38][C:39]([F:41])([F:42])[F:40])[CH:33]=4)[C:20](=[O:43])[C:19]=3[C:18]=2[O:44][CH3:45])=[O:16])[CH2:10][CH2:9]1)=[O:7]. The yield is 0.0400.